Dataset: NCI-60 drug combinations with 297,098 pairs across 59 cell lines. Task: Regression. Given two drug SMILES strings and cell line genomic features, predict the synergy score measuring deviation from expected non-interaction effect. (1) Drug 1: CC1OCC2C(O1)C(C(C(O2)OC3C4COC(=O)C4C(C5=CC6=C(C=C35)OCO6)C7=CC(=C(C(=C7)OC)O)OC)O)O. Drug 2: CCCS(=O)(=O)NC1=C(C(=C(C=C1)F)C(=O)C2=CNC3=C2C=C(C=N3)C4=CC=C(C=C4)Cl)F. Cell line: A549. Synergy scores: CSS=41.8, Synergy_ZIP=1.77, Synergy_Bliss=3.25, Synergy_Loewe=-5.38, Synergy_HSA=2.66. (2) Drug 1: CCCCC(=O)OCC(=O)C1(CC(C2=C(C1)C(=C3C(=C2O)C(=O)C4=C(C3=O)C=CC=C4OC)O)OC5CC(C(C(O5)C)O)NC(=O)C(F)(F)F)O. Drug 2: C1C(C(OC1N2C=NC3=C2NC=NCC3O)CO)O. Cell line: CCRF-CEM. Synergy scores: CSS=45.7, Synergy_ZIP=-3.62, Synergy_Bliss=-8.04, Synergy_Loewe=-18.7, Synergy_HSA=-8.07. (3) Drug 1: CC1=C(C=C(C=C1)NC2=NC=CC(=N2)N(C)C3=CC4=NN(C(=C4C=C3)C)C)S(=O)(=O)N.Cl. Drug 2: CCC1=CC2CC(C3=C(CN(C2)C1)C4=CC=CC=C4N3)(C5=C(C=C6C(=C5)C78CCN9C7C(C=CC9)(C(C(C8N6C)(C(=O)OC)O)OC(=O)C)CC)OC)C(=O)OC.C(C(C(=O)O)O)(C(=O)O)O. Cell line: SNB-75. Synergy scores: CSS=35.9, Synergy_ZIP=6.36, Synergy_Bliss=4.67, Synergy_Loewe=6.28, Synergy_HSA=6.01. (4) Drug 1: C1CCC(CC1)NC(=O)N(CCCl)N=O. Drug 2: CCCS(=O)(=O)NC1=C(C(=C(C=C1)F)C(=O)C2=CNC3=C2C=C(C=N3)C4=CC=C(C=C4)Cl)F. Cell line: HL-60(TB). Synergy scores: CSS=26.3, Synergy_ZIP=10.3, Synergy_Bliss=12.9, Synergy_Loewe=-2.83, Synergy_HSA=4.45. (5) Drug 1: CN1C2=C(C=C(C=C2)N(CCCl)CCCl)N=C1CCCC(=O)O.Cl. Drug 2: CC1C(C(CC(O1)OC2CC(CC3=C2C(=C4C(=C3O)C(=O)C5=C(C4=O)C(=CC=C5)OC)O)(C(=O)CO)O)N)O.Cl. Cell line: MDA-MB-231. Synergy scores: CSS=23.7, Synergy_ZIP=-6.13, Synergy_Bliss=-5.82, Synergy_Loewe=-13.5, Synergy_HSA=-4.51. (6) Drug 1: C1C(C(OC1N2C=NC3=C(N=C(N=C32)Cl)N)CO)O. Drug 2: C1=NC2=C(N=C(N=C2N1C3C(C(C(O3)CO)O)F)Cl)N. Cell line: HS 578T. Synergy scores: CSS=3.34, Synergy_ZIP=-5.10, Synergy_Bliss=-6.54, Synergy_Loewe=-6.60, Synergy_HSA=-4.65. (7) Drug 1: CC1CCCC2(C(O2)CC(NC(=O)CC(C(C(=O)C(C1O)C)(C)C)O)C(=CC3=CSC(=N3)C)C)C. Drug 2: CC1C(C(CC(O1)OC2CC(CC3=C2C(=C4C(=C3O)C(=O)C5=CC=CC=C5C4=O)O)(C(=O)C)O)N)O. Cell line: COLO 205. Synergy scores: CSS=60.3, Synergy_ZIP=6.63, Synergy_Bliss=6.88, Synergy_Loewe=5.15, Synergy_HSA=5.20. (8) Drug 1: C1C(C(OC1N2C=NC3=C(N=C(N=C32)Cl)N)CO)O. Drug 2: CC12CCC3C(C1CCC2OP(=O)(O)O)CCC4=C3C=CC(=C4)OC(=O)N(CCCl)CCCl.[Na+]. Cell line: CCRF-CEM. Synergy scores: CSS=64.1, Synergy_ZIP=1.33, Synergy_Bliss=1.67, Synergy_Loewe=-37.2, Synergy_HSA=3.57.